From a dataset of Reaction yield outcomes from USPTO patents with 853,638 reactions. Predict the reaction yield, written as a fraction of the theoretical maximum amount of product (1.0 means a 100% yield; for example, 0.34 means a 34% yield). (1) The reactants are [CH3:1][O:2][C:3](=[O:13])[CH2:4][CH2:5][C:6]1[CH:7]=[N:8][CH:9]=[C:10](Br)[CH:11]=1.[Cl:14][C:15]1[C:20]([Cl:21])=[CH:19][CH:18]=[CH:17][C:16]=1B(O)O.C(Cl)Cl.C([O-])([O-])=O.[Na+].[Na+]. The catalyst is CN(C=O)C.C1C=CC(P(C2C=CC=CC=2)[C-]2C=CC=C2)=CC=1.C1C=CC(P(C2C=CC=CC=2)[C-]2C=CC=C2)=CC=1.Cl[Pd]Cl.[Fe+2]. The product is [CH3:1][O:2][C:3](=[O:13])[CH2:4][CH2:5][C:6]1[CH:7]=[N:8][CH:9]=[C:10]([C:19]2[CH:18]=[CH:17][CH:16]=[C:15]([Cl:14])[C:20]=2[Cl:21])[CH:11]=1. The yield is 0.430. (2) The reactants are [Cl-].[CH3:2][O:3][CH3:4].[C:5]1(P(C2C=CC=CC=2)C2C=CC=CC=2)C=CC=CC=1.CC(C)([O-])C.[K+].[Br:30][CH:31]1[C:36]2([C:39]3[CH:44]=[CH:43][C:42]([Cl:45])=[CH:41][CH:40]=3)[CH2:37][CH2:38][C:33](C=O)([CH2:34][O:35]2)[CH2:32]1. The catalyst is O1CCCC1. The product is [Br:30][CH:31]1[C:36]2([C:39]3[CH:44]=[CH:43][C:42]([Cl:45])=[CH:41][CH:40]=3)[CH2:37][CH2:38][C:33]([CH:5]=[CH:2][O:3][CH3:4])([CH2:34][O:35]2)[CH2:32]1. The yield is 0.950.